From a dataset of Reaction yield outcomes from USPTO patents with 853,638 reactions. Predict the reaction yield, written as a fraction of the theoretical maximum amount of product (1.0 means a 100% yield; for example, 0.34 means a 34% yield). (1) The reactants are [F:1][C:2]1[CH:3]=[C:4]([C:8]2[CH:22]=[CH:21][C:11]([C:12]([NH:14][C@H]3[C@H](O)CNC3)=[O:13])=[CH:10][N:9]=2)[CH:5]=[CH:6][CH:7]=1.ClC1N=C(C)C=CC=1C#N.C(O)CCC.O. The catalyst is C(N(CC)CC)C. The product is [F:1][C:2]1[CH:3]=[C:4]([C:8]2[CH:22]=[CH:21][C:11]([C:12]([NH2:14])=[O:13])=[CH:10][N:9]=2)[CH:5]=[CH:6][CH:7]=1. The yield is 0.810. (2) The catalyst is C1COCC1. The yield is 0.530. The reactants are [C:1]([O:8][CH3:9])(=[O:7])[CH2:2][CH2:3][C:4]([NH2:6])=O.P12(SP3(SP(SP(S3)(S1)=S)(=S)S2)=S)=[S:11]. The product is [NH2:6][C:4](=[S:11])[CH2:3][CH2:2][C:1]([O:8][CH3:9])=[O:7]. (3) The reactants are [NH2:1][C:2]1[C:11]2[C:6](=[C:7](Br)[CH:8]=[CH:9][CH:10]=2)[N:5]=[N:4][C:3]=1[C:13]([NH:15][CH2:16][CH2:17][CH3:18])=[O:14].[F:19][C:20]1[CH:25]=[C:24]([O:26][CH3:27])[CH:23]=[CH:22][C:21]=1B(O)O. No catalyst specified. The product is [NH2:1][C:2]1[C:11]2[C:6](=[C:7]([C:21]3[CH:22]=[CH:23][C:24]([O:26][CH3:27])=[CH:25][C:20]=3[F:19])[CH:8]=[CH:9][CH:10]=2)[N:5]=[N:4][C:3]=1[C:13]([NH:15][CH2:16][CH2:17][CH3:18])=[O:14]. The yield is 0.660. (4) The reactants are Br[C:2]1[C:3]([C:9]#[N:10])=[N:4][CH:5]=[C:6]([Cl:8])[CH:7]=1.[Br:11][C:12]1[CH:13]=[C:14]([CH:18]=[CH:19][CH:20]=1)[C:15](Cl)=[O:16]. No catalyst specified. The product is [Br:11][C:12]1[CH:13]=[C:14]([CH:18]=[CH:19][CH:20]=1)[C:15]([C:2]1[C:3]([C:9]#[N:10])=[N:4][CH:5]=[C:6]([Cl:8])[CH:7]=1)=[O:16]. The yield is 0.510. (5) The reactants are [CH2:1]([O:8][C:9](=[O:37])[C@@H:10]1[CH2:14][CH2:13][CH2:12][N:11]1[C:15](=[O:36])[CH2:16][CH2:17][C:18](=[O:35])[C@@H:19]([NH:27][C:28]([O:30][C:31]([CH3:34])([CH3:33])[CH3:32])=[O:29])[CH2:20][C:21]1[CH:26]=[CH:25][CH:24]=[CH:23][CH:22]=1)C1C=CC=CC=1.C1(C[C@H](NC(OC(C)(C)C)=O)C(=O)CCC(O)=O)C=CC=CC=1.COC(=O)[C@H](CC1[C:75]2[C:70](=[CH:71][CH:72]=[CH:73][CH:74]=2)[NH:69]C=1)N.O.ON1C2C=CC=CC=2N=N1.CCN(C(C)C)C(C)C. The catalyst is CN(C=O)C.C(Cl)Cl. The product is [CH3:1][O:8][C:9](=[O:37])[C@H:10]([CH2:14][C:13]1[C:75]2[C:70](=[CH:71][CH:72]=[CH:73][CH:74]=2)[NH:69][CH:12]=1)[NH:11][C:15](=[O:36])[CH2:16][CH2:17][C:18](=[O:35])[C@@H:19]([NH:27][C:28]([O:30][C:31]([CH3:32])([CH3:34])[CH3:33])=[O:29])[CH2:20][C:21]1[CH:22]=[CH:23][CH:24]=[CH:25][CH:26]=1. The yield is 0.810. (6) The reactants are [CH3:1][O:2][C:3]1[CH:9]=[CH:8][C:7]([C:10]([F:13])([F:12])[F:11])=[CH:6][C:4]=1[NH2:5].C1N=CN([C:19](N2C=NC=C2)=[O:20])C=1.[CH3:26][NH:27][C:28]([C:30]1[CH:35]=[C:34]([O:36][C:37]2[CH:43]=[CH:42][C:40]([NH2:41])=[CH:39][CH:38]=2)[CH:33]=[CH:32][N:31]=1)=[O:29].O. The catalyst is C(Cl)Cl. The product is [CH3:1][O:2][C:3]1[CH:9]=[CH:8][C:7]([C:10]([F:11])([F:12])[F:13])=[CH:6][C:4]=1[NH:5][C:19]([NH:41][C:40]1[CH:42]=[CH:43][C:37]([O:36][C:34]2[CH:33]=[CH:32][N:31]=[C:30]([C:28](=[O:29])[NH:27][CH3:26])[CH:35]=2)=[CH:38][CH:39]=1)=[O:20]. The yield is 0.300.